This data is from Forward reaction prediction with 1.9M reactions from USPTO patents (1976-2016). The task is: Predict the product of the given reaction. (1) Given the reactants [C:1]([S:5]([NH2:7])=[O:6])([CH3:4])([CH3:3])[CH3:2].[C:8]1(=O)[CH2:11][CH2:10][CH2:9]1.C1COCC1, predict the reaction product. The product is: [C:8]1(=[N:7][S:5]([C:1]([CH3:4])([CH3:3])[CH3:2])=[O:6])[CH2:11][CH2:10][CH2:9]1. (2) Given the reactants [CH3:1][O:2][C:3](=[O:24])[CH2:4][C:5]1[CH:6]=[C:7]([C:12]2[CH:17]=[CH:16][C:15]([C:18]([F:21])([F:20])[F:19])=[CH:14][C:13]=2[CH:22]=O)[C:8]([F:11])=[CH:9][CH:10]=1.[CH2:25]1[C:33]2[C:28](=[CH:29][CH:30]=[CH:31][CH:32]=2)[C@@H:27]([NH2:34])[C@H:26]1[OH:35], predict the reaction product. The product is: [CH3:1][O:2][C:3](=[O:24])[CH2:4][C:5]1[CH:6]=[C:7]([C:12]2[CH:17]=[CH:16][C:15]([C:18]([F:21])([F:19])[F:20])=[CH:14][C:13]=2[CH2:22][NH:34][C@@H:27]2[C:28]3[C:33](=[CH:32][CH:31]=[CH:30][CH:29]=3)[CH2:25][C@@H:26]2[OH:35])[C:8]([F:11])=[CH:9][CH:10]=1. (3) Given the reactants [CH3:1][C:2]1[O:3][C:4]([C:7]2[CH:8]=[CH:9][C:10]3[O:14][CH:13]=[C:12]([C:15]4[CH:20]=[CH:19][C:18]([O:21][CH2:22][CH2:23][S:24][CH3:25])=[CH:17][CH:16]=4)[C:11]=3[CH:26]=2)=[N:5][N:6]=1.CN(C)C(=[O:31])C.ClC1C=CC=C(C(OO)=O)C=1.S([O-])([O-])(=O)=S.[Na+].[Na+], predict the reaction product. The product is: [CH3:1][C:2]1[O:3][C:4]([C:7]2[CH:8]=[CH:9][C:10]3[O:14][CH:13]=[C:12]([C:15]4[CH:16]=[CH:17][C:18]([O:21][CH2:22][CH2:23][S:24]([CH3:25])=[O:31])=[CH:19][CH:20]=4)[C:11]=3[CH:26]=2)=[N:5][N:6]=1.